Dataset: Full USPTO retrosynthesis dataset with 1.9M reactions from patents (1976-2016). Task: Predict the reactants needed to synthesize the given product. (1) Given the product [NH2:9][C:4]1[N:5]=[C:6]([Cl:8])[C:7]([Br:15])=[C:2]([Cl:1])[N:3]=1, predict the reactants needed to synthesize it. The reactants are: [Cl:1][C:2]1[CH:7]=[C:6]([Cl:8])[N:5]=[C:4]([NH2:9])[N:3]=1.C([O-])(=O)C.[Na+].[Br:15]Br. (2) Given the product [CH3:1][O:2][C:3]([C:5]1[C:9]([N+:10]([O-:12])=[O:11])=[CH:8][N:7]([CH2:20][CH2:21][C:22]2[CH:27]=[CH:26][CH:25]=[CH:24][CH:23]=2)[N:6]=1)=[O:4], predict the reactants needed to synthesize it. The reactants are: [CH3:1][O:2][C:3]([C:5]1[C:9]([N+:10]([O-:12])=[O:11])=[CH:8][NH:7][N:6]=1)=[O:4].C(=O)([O-])[O-].[Cs+].[Cs+].Br[CH2:20][CH2:21][C:22]1[CH:27]=[CH:26][CH:25]=[CH:24][CH:23]=1. (3) Given the product [C:79]1([C:72]([C:73]2[CH:74]=[CH:75][CH:76]=[CH:77][CH:78]=2)=[N:85][C:2]2[CH:10]=[C:9]3[C:5]([CH:6]=[N:7][N:8]3[CH3:11])=[CH:4][C:3]=2[O:12][C:13]2[CH:18]=[CH:17][C:16]([N+:19]([O-:21])=[O:20])=[CH:15][C:14]=2[F:22])[CH:80]=[CH:81][CH:82]=[CH:83][CH:84]=1, predict the reactants needed to synthesize it. The reactants are: Br[C:2]1[CH:10]=[C:9]2[C:5]([CH:6]=[N:7][N:8]2[CH3:11])=[CH:4][C:3]=1[O:12][C:13]1[CH:18]=[CH:17][C:16]([N+:19]([O-:21])=[O:20])=[CH:15][C:14]=1[F:22].C1(P(C2C=CC=CC=2)C2C3OC4C(=CC=CC=4P(C4C=CC=CC=4)C4C=CC=CC=4)C(C)(C)C=3C=CC=2)C=CC=CC=1.C1(C)C=CC=CC=1.[C:72](=[NH:85])([C:79]1[CH:84]=[CH:83][CH:82]=[CH:81][CH:80]=1)[C:73]1[CH:78]=[CH:77][CH:76]=[CH:75][CH:74]=1.CC(C)([O-])C.[Na+]. (4) Given the product [Br:1][C:2]1[CH:8]=[CH:7][C:5]([N:6]=[C:10]=[S:11])=[C:4]([Cl:9])[CH:3]=1, predict the reactants needed to synthesize it. The reactants are: [Br:1][C:2]1[CH:8]=[CH:7][C:5]([NH2:6])=[C:4]([Cl:9])[CH:3]=1.[C:10](Cl)(Cl)=[S:11]. (5) Given the product [CH2:9]([O:11][C:12]([C:14]1[N:15]=[C:16]([Br:22])[N:17]([CH:19]([CH3:21])[CH3:20])[C:18]=1[CH:28]([C:27]1[CH:30]=[CH:31][C:24]([Cl:23])=[CH:25][CH:26]=1)[OH:29])=[O:13])[CH3:10], predict the reactants needed to synthesize it. The reactants are: [Li+].CC([N-]C(C)C)C.[CH2:9]([O:11][C:12]([C:14]1[N:15]=[C:16]([Br:22])[N:17]([CH:19]([CH3:21])[CH3:20])[CH:18]=1)=[O:13])[CH3:10].[Cl:23][C:24]1[CH:31]=[CH:30][C:27]([CH:28]=[O:29])=[CH:26][CH:25]=1.CCOCC.CCCCCC. (6) Given the product [CH:12]([C:4]1[N:5]=[C:6]([NH2:9])[CH:7]=[CH:8][C:3]=1[O:2][CH3:1])([CH3:14])[CH3:13], predict the reactants needed to synthesize it. The reactants are: [CH3:1][O:2][C:3]1[C:4]([C:12]([CH3:14])=[CH2:13])=[N:5][C:6]([N+:9]([O-])=O)=[CH:7][CH:8]=1.